From a dataset of Reaction yield outcomes from USPTO patents with 853,638 reactions. Predict the reaction yield, written as a fraction of the theoretical maximum amount of product (1.0 means a 100% yield; for example, 0.34 means a 34% yield). The reactants are B(O)(O)[C:2]1[CH:10]=[CH:9][CH:8]=[C:7]2[C:3]=1[CH:4]=[CH:5][NH:6]2.I[C:14]1[C:22]2[C:17](=[N:18][CH:19]=[N:20][C:21]=2[NH2:23])[N:16]([CH:24]([CH3:26])[CH3:25])[N:15]=1.C([O-])([O-])=O.[Na+].[Na+].[CH3:33][CH2:34]O. The catalyst is COCCOC.C1C=CC([P]([Pd]([P](C2C=CC=CC=2)(C2C=CC=CC=2)C2C=CC=CC=2)([P](C2C=CC=CC=2)(C2C=CC=CC=2)C2C=CC=CC=2)[P](C2C=CC=CC=2)(C2C=CC=CC=2)C2C=CC=CC=2)(C2C=CC=CC=2)C2C=CC=CC=2)=CC=1. The product is [CH:24]1([N:16]2[C:17]3=[N:18][CH:19]=[N:20][C:21]([NH2:23])=[C:22]3[C:14]([C:2]3[CH:10]=[CH:9][CH:8]=[C:7]4[C:3]=3[CH:4]=[CH:5][NH:6]4)=[N:15]2)[CH2:26][CH2:34][CH2:33][CH2:25]1. The yield is 0.950.